From a dataset of Forward reaction prediction with 1.9M reactions from USPTO patents (1976-2016). Predict the product of the given reaction. (1) Given the reactants Br[C:2]1[C:7]([F:8])=[CH:6][CH:5]=[CH:4][N:3]=1.C([O:12][C@@H:13]1[CH2:18][C@H:17]([C:19]2[CH:24]=[CH:23][N:22]=[CH:21][C:20]=2[NH:25][C:26](=[O:43])[C:27]2[C:32]([NH2:33])=[CH:31][CH:30]=[C:29](B3OC(C)(C)C(C)(C)O3)[N:28]=2)[O:16][C@H:15]([CH3:44])[C@@:14]1([CH2:46][CH3:47])[OH:45])(=O)C, predict the reaction product. The product is: [NH2:33][C:32]1[CH:31]=[CH:30][C:29]([C:2]2[C:7]([F:8])=[CH:6][CH:5]=[CH:4][N:3]=2)=[N:28][C:27]=1[C:26]([NH:25][C:20]1[CH:21]=[N:22][CH:23]=[CH:24][C:19]=1[C@H:17]1[CH2:18][C@@H:13]([OH:12])[C@:14]([CH2:46][CH3:47])([OH:45])[C@@H:15]([CH3:44])[O:16]1)=[O:43]. (2) The product is: [CH3:29][O:33][C:4]1[CH:5]=[CH:6][C:1]([CH2:7][S:18][C:17]2[N:19]=[C:23]([Cl:22])[S:26][N:16]=2)=[CH:2][CH:3]=1. Given the reactants [C:1]1([CH3:7])[CH:6]=[CH:5][CH:4]=[CH:3][CH:2]=1.Cl.COC1C=CC(C[NH:16][C:17](=[NH:19])[SH:18])=CC=1.[Cl:22][C:23]([SH:26])(Cl)Cl.[OH-].[Na+].[C:29]([O:33]C)(C)(C)C, predict the reaction product. (3) Given the reactants Br[C:2]1[CH:26]=[CH:25][C:5]([C:6]([N:8]([CH:22]([CH3:24])[CH3:23])[C@@H:9]2[CH2:14][CH2:13][CH2:12][N:11]([C:15]([O:17][C:18]([CH3:21])([CH3:20])[CH3:19])=[O:16])[CH2:10]2)=[O:7])=[CH:4][C:3]=1[O:27][CH2:28][CH2:29][CH2:30][O:31][CH3:32].C(=O)([O-])[O-].[Na+].[Na+].[CH2:39](B(O)O)[CH2:40][CH2:41][CH3:42].C(=O)([O-])O.[Na+], predict the reaction product. The product is: [CH2:39]([C:2]1[CH:26]=[CH:25][C:5]([C:6]([N:8]([CH:22]([CH3:24])[CH3:23])[C@@H:9]2[CH2:14][CH2:13][CH2:12][N:11]([C:15]([O:17][C:18]([CH3:21])([CH3:20])[CH3:19])=[O:16])[CH2:10]2)=[O:7])=[CH:4][C:3]=1[O:27][CH2:28][CH2:29][CH2:30][O:31][CH3:32])[CH2:40][CH2:41][CH3:42]. (4) Given the reactants [CH3:1][O:2][CH2:3][CH2:4][NH2:5].F[C:7]1[CH:12]=[CH:11][CH:10]=[CH:9][C:8]=1[N+:13]([O-:15])=[O:14], predict the reaction product. The product is: [CH3:1][O:2][CH2:3][CH2:4][NH:5][C:7]1[CH:12]=[CH:11][CH:10]=[CH:9][C:8]=1[N+:13]([O-:15])=[O:14].